From a dataset of Full USPTO retrosynthesis dataset with 1.9M reactions from patents (1976-2016). Predict the reactants needed to synthesize the given product. (1) The reactants are: [NH2:1][C:2]1[N:7]=[CH:6][C:5]([C:8]2[CH:13]=[C:12]([C:14]3[CH:19]=[CH:18][C:17]([N:20]4[CH2:25][CH2:24][N:23]([C:26](OC(C)(C)C)=[O:27])[CH2:22][CH2:21]4)=[CH:16][CH:15]=3)[CH:11]=[C:10]([N:33]3[CH2:38][CH2:37][O:36][CH2:35][CH2:34]3)[N:9]=2)=[CH:4][N:3]=1.Cl.[CH3:40][CH:41]([CH2:45][C:46](=[O:50])[CH:47]=[CH:48]C)[C:42](O)=O.CN(C(ON1N=NC2C=CC=NC1=2)=[N+](C)C)C.F[P-](F)(F)(F)(F)F. Given the product [NH2:1][C:2]1[N:7]=[CH:6][C:5]([C:8]2[CH:13]=[C:12]([C:14]3[CH:15]=[CH:16][C:17]([N:20]4[CH2:25][CH2:24][N:23]([C:26](=[O:27])[CH2:48][CH2:47][C:46](=[O:50])[CH:45]=[C:41]([CH3:42])[CH3:40])[CH2:22][CH2:21]4)=[CH:18][CH:19]=3)[CH:11]=[C:10]([N:33]3[CH2:34][CH2:35][O:36][CH2:37][CH2:38]3)[N:9]=2)=[CH:4][N:3]=1, predict the reactants needed to synthesize it. (2) Given the product [CH:1]1([C:4]([N:6]2[CH2:11][CH2:10][N:9]([C:12]3[N:19]=[C:18]([CH:20]4[CH2:21][CH2:22]4)[C:17]([C:23]4[CH:24]=[N:25][N:26]([CH2:34][S:35][CH3:36])[CH:27]=4)=[CH:16][C:13]=3[C:14]#[N:15])[CH2:8][C@H:7]2[CH:28]2[CH2:29][CH2:30]2)=[O:5])[CH2:2][CH2:3]1, predict the reactants needed to synthesize it. The reactants are: [CH:1]1([C:4]([N:6]2[CH2:11][CH2:10][N:9]([C:12]3[N:19]=[C:18]([CH:20]4[CH2:22][CH2:21]4)[C:17]([C:23]4[CH:24]=[N:25][NH:26][CH:27]=4)=[CH:16][C:13]=3[C:14]#[N:15])[CH2:8][C@H:7]2[CH:28]2[CH2:30][CH2:29]2)=[O:5])[CH2:3][CH2:2]1.[H-].[Na+].Cl[CH2:34][S:35][CH3:36]. (3) The reactants are: [OH:1][C@H:2]1[CH2:7][CH2:6][CH2:5][CH2:4][C@@H:3]1[NH:8][C:9]([C:11]1[C:15]2=[N:16][CH:17]=[CH:18][C:19]([CH3:20])=[C:14]2[NH:13][CH:12]=1)=[O:10].Cl[CH2:22][C:23]1[CH:24]=[N:25][N:26]([CH3:28])[CH:27]=1.C(=O)([O-])[O-].[Cs+].[Cs+]. Given the product [OH:1][C@H:2]1[CH2:7][CH2:6][CH2:5][CH2:4][C@@H:3]1[NH:8][C:9]([C:11]1[C:15]2=[N:16][CH:17]=[CH:18][C:19]([CH3:20])=[C:14]2[N:13]([CH2:22][C:23]2[CH:24]=[N:25][N:26]([CH3:28])[CH:27]=2)[CH:12]=1)=[O:10], predict the reactants needed to synthesize it. (4) Given the product [F:1][C:2]([F:23])([F:24])[C:3]1[CH:4]=[C:5]([C:13]2[CH:21]=[CH:20][CH:19]=[C:18]3[C:14]=2[CH:15]=[C:16]([CH3:22])[CH-:17]3)[CH:6]=[C:7]([C:9]([F:11])([F:12])[F:10])[CH:8]=1.[Li+:25], predict the reactants needed to synthesize it. The reactants are: [F:1][C:2]([F:24])([F:23])[C:3]1[CH:4]=[C:5]([C:13]2[CH:21]=[CH:20][CH:19]=[C:18]3[C:14]=2[CH:15]=[C:16]([CH3:22])[CH2:17]3)[CH:6]=[C:7]([C:9]([F:12])([F:11])[F:10])[CH:8]=1.[Li:25]CCCC. (5) Given the product [CH3:20][C:21]1[CH:26]=[CH:25][CH:24]=[CH:23][C:22]=1[C:2]1[C:12]2[O:11][CH2:10][CH2:9][N:8]([C:13]([O:15][C:16]([CH3:19])([CH3:18])[CH3:17])=[O:14])[CH2:7][C:6]=2[CH:5]=[CH:4][CH:3]=1, predict the reactants needed to synthesize it. The reactants are: Br[C:2]1[C:12]2[O:11][CH2:10][CH2:9][N:8]([C:13]([O:15][C:16]([CH3:19])([CH3:18])[CH3:17])=[O:14])[CH2:7][C:6]=2[CH:5]=[CH:4][CH:3]=1.[CH3:20][C:21]1[CH:26]=[CH:25][CH:24]=[CH:23][C:22]=1B(O)O.O. (6) Given the product [CH2:9]([O:8][C:4]1[N:3]=[C:2]([C:16]2[N:20]3[CH:21]=[CH:22][C:23]([C:25]([F:26])([F:27])[F:28])=[N:24][C:19]3=[N:18][CH:17]=2)[CH:7]=[CH:6][CH:5]=1)[CH3:10], predict the reactants needed to synthesize it. The reactants are: Br[C:2]1[CH:7]=[CH:6][CH:5]=[C:4]([O:8][CH2:9][CH3:10])[N:3]=1.C([Sn](CCCC)(CCCC)[C:16]1[N:20]2[CH:21]=[CH:22][C:23]([C:25]([F:28])([F:27])[F:26])=[N:24][C:19]2=[N:18][CH:17]=1)CCC. (7) Given the product [C:1]([O:19][C@H:20]([CH2:25][CH2:26][CH2:27][CH2:28][CH2:29][CH2:30][CH2:31][CH2:32][CH2:33][CH2:34][CH3:35])[CH2:21][C:22]([Cl:18])=[O:24])(=[O:9])[C:2]1[CH:7]=[CH:6][CH:5]=[CH:4][CH:3]=1, predict the reactants needed to synthesize it. The reactants are: [C:1]([O:9]C(=O)C1C=CC=CC=1)(=O)[C:2]1[CH:7]=[CH:6][CH:5]=[CH:4][CH:3]=1.[ClH:18].[OH:19][C@H:20]([CH2:25][CH2:26][CH2:27][CH2:28][CH2:29][CH2:30][CH2:31][CH2:32][CH2:33][CH2:34][CH3:35])[CH2:21][C:22]([OH:24])=O.[OH-].[Na+]. (8) Given the product [CH3:12][C:8]1[CH:7]=[CH:6][C:5]2[C:10](=[CH:11][C:2]([NH:1][C:23](=[O:24])[C:22]3[CH:26]=[CH:27][C:19]([C:13]4[CH:18]=[CH:17][CH:16]=[CH:15][CH:14]=4)=[N:20][CH:21]=3)=[CH:3][CH:4]=2)[N:9]=1, predict the reactants needed to synthesize it. The reactants are: [NH2:1][C:2]1[CH:11]=[C:10]2[C:5]([CH:6]=[CH:7][C:8]([CH3:12])=[N:9]2)=[CH:4][CH:3]=1.[C:13]1([C:19]2[CH:27]=[CH:26][C:22]([C:23](O)=[O:24])=[CH:21][N:20]=2)[CH:18]=[CH:17][CH:16]=[CH:15][CH:14]=1.